From a dataset of Experimentally validated miRNA-target interactions with 360,000+ pairs, plus equal number of negative samples. Binary Classification. Given a miRNA mature sequence and a target amino acid sequence, predict their likelihood of interaction. The miRNA is hsa-miR-6858-5p with sequence GUGAGGAGGGGCUGGCAGGGAC. The protein sequence of the target gene is MEGMDVDLDPELMQKFSCLGTTDKDVLISEFQRLLGFQLNPAGCAFFLDMTNWNLQAAIGAYYDFESPNISVPSMSFVEDVTIGEGESIPPDTQFVKTWRIQNSGAEAWPPGVCLKYVGGDQFGHVNMVMVRSLEPQEIADVSVQMCSPSRAGMYQGQWRMCTATGLYYGDVIWVILSVEVGGLLGVTQQLSSFETEFNTQPHRKVEGNFNPFASPQKNRQSDENNLKDPGGSEFDSISKNTWAPAPDTWAPAPDQTEQDQNRLSQNSVNLSPSSHANNLSVVTYSKGLHGPYPFGQS. Result: 1 (interaction).